This data is from Peptide-MHC class I binding affinity with 185,985 pairs from IEDB/IMGT. The task is: Regression. Given a peptide amino acid sequence and an MHC pseudo amino acid sequence, predict their binding affinity value. This is MHC class I binding data. (1) The peptide sequence is IQCAGSEEK. The MHC is HLA-A69:01 with pseudo-sequence HLA-A69:01. The binding affinity (normalized) is 0.0847. (2) The peptide sequence is FTDPASIAAR. The MHC is HLA-A33:01 with pseudo-sequence HLA-A33:01. The binding affinity (normalized) is 0.553. (3) The peptide sequence is LPPVVAKEI. The MHC is HLA-B58:01 with pseudo-sequence HLA-B58:01. The binding affinity (normalized) is 0. (4) The peptide sequence is RTRDLFIAL. The MHC is HLA-A30:01 with pseudo-sequence HLA-A30:01. The binding affinity (normalized) is 1.00.